From a dataset of Catalyst prediction with 721,799 reactions and 888 catalyst types from USPTO. Predict which catalyst facilitates the given reaction. (1) Reactant: C[O-].[Na+].[CH3:4][C:5]1[CH:10]=[C:9]([CH3:11])[N:8]=[C:7]([O:12][C@@H:13]([C@@:17]2([C:30]3[CH:35]=[CH:34][CH:33]=[CH:32][CH:31]=3)[NH:23][CH2:22][C:21](=[O:24])[N:20]([CH3:25])[C:19]3[CH:26]=[CH:27][CH:28]=[CH:29][C:18]2=3)[C:14]([OH:16])=[O:15])[N:6]=1.[C:36](O)(=O)CC(CC(O)=O)(C(O)=O)O. Product: [CH3:36][O:15][C:14](=[O:16])[C@@H:13]([O:12][C:7]1[N:6]=[C:5]([CH3:4])[CH:10]=[C:9]([CH3:11])[N:8]=1)[C@@:17]1([C:30]2[CH:31]=[CH:32][CH:33]=[CH:34][CH:35]=2)[NH:23][CH2:22][C:21](=[O:24])[N:20]([CH3:25])[C:19]2[CH:26]=[CH:27][CH:28]=[CH:29][C:18]1=2. The catalyst class is: 24. (2) The catalyst class is: 8. Product: [CH3:16][C:15]1[NH:27][C:25]([CH3:26])=[C:24]([C:23]([O:22][CH:19]([CH3:21])[CH3:20])=[O:28])[CH:5]([C:6]2[C:11]3=[N:12][O:13][N:14]=[C:10]3[CH:9]=[CH:8][CH:7]=2)[C:4]=1[C:3]([O:2][CH3:1])=[O:18]. Reactant: [CH3:1][O:2][C:3](=[O:18])[C:4]([C:15](=O)[CH3:16])=[CH:5][C:6]1[C:11]2=[N:12][O:13][N:14]=[C:10]2[CH:9]=[CH:8][CH:7]=1.[CH:19]([O:22][C:23](=[O:28])/[CH:24]=[C:25](\[NH2:27])/[CH3:26])([CH3:21])[CH3:20]. (3) Reactant: [CH3:1][C@@H:2]1[CH2:6][CH2:5][CH2:4][N:3]1[CH2:7][CH2:8][CH2:9][O:10][C:11]1[CH:16]=[CH:15][C:14]([C:17]2[CH2:18][CH2:19][NH:20][CH2:21][CH:22]=2)=[CH:13][CH:12]=1. Product: [CH3:1][C@@H:2]1[CH2:6][CH2:5][CH2:4][N:3]1[CH2:7][CH2:8][CH2:9][O:10][C:11]1[CH:12]=[CH:13][C:14]([CH:17]2[CH2:22][CH2:21][NH:20][CH2:19][CH2:18]2)=[CH:15][CH:16]=1. The catalyst class is: 29. (4) Reactant: O[C@H:2]([C:22]1[CH:31]=[CH:30][C:25]2[C:26](=[O:29])[O:27][CH2:28][C:24]=2[C:23]=1[CH3:32])[CH2:3][N:4]1[CH2:21][CH2:20][C:7]2([C:11](=[O:12])[N:10]([C:13]3[CH2:14][O:15][C:16](=[O:19])[C:17]=3[CH3:18])[CH2:9][CH2:8]2)[CH2:6][CH2:5]1.C1(P([N:47]=[N+:48]=[N-:49])(C2C=CC=CC=2)=O)C=CC=CC=1.C1(C)C=CC=CC=1.C1CCN2C(=NCCC2)CC1. Product: [N:47]([C@@H:2]([C:22]1[C:23]([CH3:32])=[C:24]2[C:25](=[CH:30][CH:31]=1)[C:26](=[O:29])[O:27][CH2:28]2)[CH2:3][N:4]1[CH2:21][CH2:20][C:7]2([C:11](=[O:12])[N:10]([C:13]3[CH2:14][O:15][C:16](=[O:19])[C:17]=3[CH3:18])[CH2:9][CH2:8]2)[CH2:6][CH2:5]1)=[N+:48]=[N-:49]. The catalyst class is: 4. (5) Reactant: C(OC([N:8]([C:34]1[CH:39]=[CH:38][C:37]([O:40][CH2:41][CH3:42])=[CH:36][CH:35]=1)[C:9]1[N:20]2[C:16](=[CH:17][CH:18]=[N:19]2)[N:15]=[C:14]2[C:10]=1[CH2:11][CH2:12][N:13]2[C@H:21]1[CH2:26][CH2:25][CH2:24][N:23](C(OC(C)(C)C)=O)[CH2:22]1)=O)(C)(C)C.FC(F)(F)C(O)=O.C(=O)([O-])O.[Na+]. Product: [CH2:41]([O:40][C:37]1[CH:36]=[CH:35][C:34]([NH:8][C:9]2[N:20]3[C:16](=[CH:17][CH:18]=[N:19]3)[N:15]=[C:14]3[C:10]=2[CH2:11][CH2:12][N:13]3[C@H:21]2[CH2:26][CH2:25][CH2:24][NH:23][CH2:22]2)=[CH:39][CH:38]=1)[CH3:42]. The catalyst class is: 2.